Dataset: CYP2C19 inhibition data for predicting drug metabolism from PubChem BioAssay. Task: Regression/Classification. Given a drug SMILES string, predict its absorption, distribution, metabolism, or excretion properties. Task type varies by dataset: regression for continuous measurements (e.g., permeability, clearance, half-life) or binary classification for categorical outcomes (e.g., BBB penetration, CYP inhibition). Dataset: cyp2c19_veith. (1) The compound is CCC/C=C(\CCC)C(NP(=O)(c1ccccc1)c1ccccc1)c1ccc(-c2ccccc2)cc1. The result is 1 (inhibitor). (2) The compound is O=C(c1cccc(F)c1)N1CCC2(CC1)CCN(c1cccc(-c3ccccc3)c1)CC2. The result is 0 (non-inhibitor). (3) The molecule is CN1C(=O)CC(NNC(=O)c2ccc(Cl)cc2)C1=O. The result is 0 (non-inhibitor). (4) The drug is C[C@@]12CC[C@@H]3c4ccc(O)cc4CC[C@H]3[C@H]1CC[C@H]2O. The result is 0 (non-inhibitor).